From a dataset of Forward reaction prediction with 1.9M reactions from USPTO patents (1976-2016). Predict the product of the given reaction. (1) Given the reactants [F:1][C:2]([F:26])([F:25])[C:3]1[N:4]=[C:5]([NH:8][C:9]([C:11]2[C:16]([NH:17]C3C=NC=CC=3)=[CH:15][CH:14]=[C:13]([CH3:24])[N:12]=2)=[O:10])[S:6][CH:7]=1.Br[C:28]1[CH:33]=[C:32]([F:34])[CH:31]=[C:30]([F:35])[CH:29]=1, predict the reaction product. The product is: [F:25][C:2]([F:1])([F:26])[C:3]1[N:4]=[C:5]([NH:8][C:9]([C:11]2[C:16]([NH:17][C:28]3[CH:33]=[C:32]([F:34])[CH:31]=[C:30]([F:35])[CH:29]=3)=[CH:15][CH:14]=[C:13]([CH3:24])[N:12]=2)=[O:10])[S:6][CH:7]=1. (2) Given the reactants S([CH2:5][CH2:6][C:7]#[C:8][C:9]1[CH:14]=[CH:13][CH:12]=[CH:11][CH:10]=1)(C)(=O)=O.Cl.[F:16][C:17]([F:32])([F:31])[C:18]1[CH:19]=[C:20]([CH:24]2[CH2:29][CH2:28][NH:27][CH2:26][CH:25]2[OH:30])[CH:21]=[CH:22][CH:23]=1.C([O-])([O-])=O.[K+].[K+], predict the reaction product. The product is: [F:32][C:17]([F:16])([F:31])[C:18]1[CH:19]=[C:20]([CH:24]2[CH2:29][CH2:28][N:27]([CH2:5][CH2:6][C:7]#[C:8][C:9]3[CH:14]=[CH:13][CH:12]=[CH:11][CH:10]=3)[CH2:26][CH:25]2[OH:30])[CH:21]=[CH:22][CH:23]=1. (3) Given the reactants Cl.[F:2][C:3]1([F:9])[CH2:8][CH2:7][NH:6][CH2:5][CH2:4]1.CCN(CC)CC.[C:17]([O:20][CH2:21][C:22](Cl)=[O:23])(=[O:19])[CH3:18], predict the reaction product. The product is: [F:2][C:3]1([F:9])[CH2:8][CH2:7][N:6]([C:22](=[O:23])[CH2:21][O:20][C:17](=[O:19])[CH3:18])[CH2:5][CH2:4]1. (4) Given the reactants [F:1][C:2]1[C:12]([O:13][CH3:14])=[CH:11][CH:10]=[C:9]([O:15][CH3:16])[C:3]=1[C:4]([O:6]CC)=O.[CH3:17][O:18][C:19]1[CH:20]=[C:21]([CH2:25]C(O)=O)[CH:22]=[CH:23][CH:24]=1.C[Si]([N-][Si](C)(C)C)(C)C.[Na+].Cl, predict the reaction product. The product is: [F:1][C:2]1[C:12]([O:13][CH3:14])=[CH:11][CH:10]=[C:9]([O:15][CH3:16])[C:3]=1[C:4](=[O:6])[CH2:25][C:21]1[CH:22]=[CH:23][CH:24]=[C:19]([O:18][CH3:17])[CH:20]=1.